From a dataset of Forward reaction prediction with 1.9M reactions from USPTO patents (1976-2016). Predict the product of the given reaction. (1) Given the reactants [NH2:1][CH2:2][CH:3]([OH:23])[CH2:4][N:5]1[CH2:10][CH2:9][N:8]([CH2:11][C:12]([NH:14][C:15]2[C:20]([CH3:21])=[CH:19][CH:18]=[CH:17][C:16]=2[CH3:22])=[O:13])[CH2:7][CH2:6]1.C(N(CC)CC)C.[F:31][C:32]1[CH:39]=[CH:38][CH:37]=[CH:36][C:33]=1[CH2:34]Cl.C([OH:42])C, predict the reaction product. The product is: [CH3:22][C:16]1[CH:17]=[CH:18][CH:19]=[C:20]([CH3:21])[C:15]=1[NH:14][C:12](=[O:13])[CH2:11][N:8]1[CH2:9][CH2:10][N:5]([CH2:4][CH:3]([OH:23])[CH2:2][NH:1][C:34]([C:33]2[CH:36]=[CH:37][CH:38]=[CH:39][C:32]=2[F:31])=[O:42])[CH2:6][CH2:7]1. (2) The product is: [NH2:1][C:2]1[CH:10]=[CH:9][C:8]([F:11])=[CH:7][C:3]=1[C:4]([O:6][CH2:12][CH3:13])=[O:5]. Given the reactants [NH2:1][C:2]1[CH:10]=[CH:9][C:8]([F:11])=[CH:7][C:3]=1[C:4]([OH:6])=[O:5].[CH2:12](O)[CH3:13], predict the reaction product. (3) Given the reactants [C:1]([O:5][C:6]([N:8]1[C:16]2[CH:15]=[C:14](Cl)[N:13]=[CH:12][C:11]=2[C:10]([CH3:19])([CH3:18])[CH2:9]1)=[O:7])([CH3:4])([CH3:3])[CH3:2].[C:20]1(B(O)O)[CH2:24][CH2:23][CH2:22][CH:21]=1.C(=O)([O-])[O-].[K+].[K+], predict the reaction product. The product is: [C:1]([O:5][C:6]([N:8]1[C:16]2[CH:15]=[C:14]([C:20]3[CH2:24][CH2:23][CH2:22][CH:21]=3)[N:13]=[CH:12][C:11]=2[C:10]([CH3:19])([CH3:18])[CH2:9]1)=[O:7])([CH3:4])([CH3:3])[CH3:2]. (4) The product is: [F:12][C:6]1[C:5]([O:13][CH3:14])=[CH:4][CH:3]=[C:2]([N:1]2[CH:15]=[N:24][N:23]=[N:22]2)[C:7]=1[C:8]([O:10][CH3:11])=[O:9]. Given the reactants [NH2:1][C:2]1[C:7]([C:8]([O:10][CH3:11])=[O:9])=[C:6]([F:12])[C:5]([O:13][CH3:14])=[CH:4][CH:3]=1.[CH3:15]OC(OC)OC.[N-:22]=[N+:23]=[N-:24].[Na+], predict the reaction product.